This data is from Catalyst prediction with 721,799 reactions and 888 catalyst types from USPTO. The task is: Predict which catalyst facilitates the given reaction. (1) Reactant: [NH2:1][C:2]1[N:6]2[CH:7]=[C:8]([Br:11])[CH:9]=[CH:10][C:5]2=[N:4][C:3]=1[C:12]([NH2:14])=[O:13].[Cl:15][CH2:16][C:17](Cl)=O. Product: [Br:11][C:8]1[CH:9]=[CH:10][C:5]2[N:6]([CH:7]=1)[C:2]1[N:1]=[C:17]([CH2:16][Cl:15])[NH:14][C:12](=[O:13])[C:3]=1[N:4]=2. The catalyst class is: 44. (2) Reactant: [OH:1][C:2]1[CH:3]=[C:4]([CH:7]=[CH:8][CH:9]=1)[CH:5]=[O:6].[CH3:10][O:11][CH2:12][CH2:13][CH2:14]OS(C)(=O)=O. Product: [CH3:10][O:11][CH2:12][CH2:13][CH2:14][O:1][C:2]1[CH:3]=[C:4]([CH:7]=[CH:8][CH:9]=1)[CH:5]=[O:6]. The catalyst class is: 3.